Dataset: Forward reaction prediction with 1.9M reactions from USPTO patents (1976-2016). Task: Predict the product of the given reaction. (1) Given the reactants C([N:4]1[CH2:16][C:14]2=[C:15]3[C:10](=[CH:11][CH:12]=[CH:13]2)[C@H:9]2[CH2:17][CH2:18][CH2:19][C@H:8]2[N:7]3[CH2:6][CH2:5]1)(=O)C.[OH-].[Na+], predict the reaction product. The product is: [CH2:6]1[N:7]2[C:15]3[C:10]([CH:9]4[CH2:17][CH2:18][CH2:19][CH:8]42)=[CH:11][CH:12]=[CH:13][C:14]=3[CH2:16][NH:4][CH2:5]1. (2) Given the reactants C(N(CC)CC)C.[N+:8]([C:11]1[CH:19]=[CH:18][C:14]([C:15](Cl)=[O:16])=[CH:13][CH:12]=1)([O-:10])=[O:9].[CH3:20][S:21]([CH3:24])(=[NH:23])=[O:22], predict the reaction product. The product is: [CH3:20][S:21]([CH3:24])(=[N:23][C:15](=[O:16])[C:14]1[CH:18]=[CH:19][C:11]([N+:8]([O-:10])=[O:9])=[CH:12][CH:13]=1)=[O:22]. (3) Given the reactants [CH3:1][NH:2][CH2:3][CH2:4][NH:5][C:6]1[CH:13]=[C:12]([N+:14]([O-:16])=[O:15])[CH:11]=[CH:10][C:7]=1[C:8]#N.[CH3:17]C(C[AlH]CC(C)C)C.CC(O)=O.C([BH3-])#N.[Na+], predict the reaction product. The product is: [CH2:1]([N:2]1[CH2:8][C:7]2[CH:10]=[CH:11][C:12]([N+:14]([O-:16])=[O:15])=[CH:13][C:6]=2[NH:5][CH2:4][CH2:3]1)[CH3:17]. (4) Given the reactants [ClH:1].Cl.[CH3:3][O:4][C:5]1[CH:6]=[C:7]([N:11]2[CH2:16][CH2:15][NH:14][CH2:13][CH2:12]2)[CH:8]=[CH:9][CH:10]=1.C([O-])(=O)C.[Na+].[Br:22]Br, predict the reaction product. The product is: [ClH:1].[Br:22][C:10]1[CH:9]=[CH:8][C:7]([N:11]2[CH2:16][CH2:15][NH:14][CH2:13][CH2:12]2)=[CH:6][C:5]=1[O:4][CH3:3]. (5) The product is: [OH:13][C:14]1([C:9]2[S:8][CH:12]=[CH:11][N:10]=2)[CH2:15][CH2:16][CH:17]([C:20]([O:22][CH2:23][CH2:24][CH2:25][CH3:26])=[O:21])[CH2:18][CH2:19]1. Given the reactants C([Mg]Cl)(C)C.[Cl-].[Li+].[S:8]1[CH:12]=[CH:11][N:10]=[CH:9]1.[O:13]=[C:14]1[CH2:19][CH2:18][CH:17]([C:20]([O:22][CH2:23][CH2:24][CH2:25][CH3:26])=[O:21])[CH2:16][CH2:15]1, predict the reaction product.